This data is from Acute oral toxicity (LD50) regression data from Zhu et al.. The task is: Regression/Classification. Given a drug SMILES string, predict its toxicity properties. Task type varies by dataset: regression for continuous values (e.g., LD50, hERG inhibition percentage) or binary classification for toxic/non-toxic outcomes (e.g., AMES mutagenicity, cardiotoxicity, hepatotoxicity). Dataset: ld50_zhu. (1) The molecule is CCN(C)N=O. The rat oral LD50 is 2.99, given as -log10 of the dose in mol/kg body weight (higher means more acutely toxic). (2) The molecule is COP(=S)(OC)OC1C2(C)CCC(C2)C1(C)C. The rat oral LD50 is 3.05, given as -log10 of the dose in mol/kg body weight (higher means more acutely toxic). (3) The compound is O=C=NCCOC(=O)C1CC=CCC1C(=O)OCCN=C=O. The rat oral LD50 is 1.47, given as -log10 of the dose in mol/kg body weight (higher means more acutely toxic). (4) The compound is CC(Oc1ccc(Oc2nc3ccc(Cl)cc3o2)cc1)C(=O)O. The rat oral LD50 is 2.20, given as -log10 of the dose in mol/kg body weight (higher means more acutely toxic). (5) The drug is O=C1C(Cl)C(CCl)CN1c1cccc(C(F)(F)F)c1. The rat oral LD50 is 1.93, given as -log10 of the dose in mol/kg body weight (higher means more acutely toxic). (6) The molecule is CCC1(O)C(=O)OCc2c1cc1n(c2=O)Cc2cc3ccccc3nc2-1. The rat oral LD50 is 3.36, given as -log10 of the dose in mol/kg body weight (higher means more acutely toxic). (7) The molecule is CCOP(=S)(OCC)SCc1nnc(OC)s1. The rat oral LD50 is 3.97, given as -log10 of the dose in mol/kg body weight (higher means more acutely toxic). (8) The molecule is CCOP(=S)(SC(C)CC)N(C=O)CC. The rat oral LD50 is 3.45, given as -log10 of the dose in mol/kg body weight (higher means more acutely toxic).